The task is: Predict the reactants needed to synthesize the given product.. This data is from Full USPTO retrosynthesis dataset with 1.9M reactions from patents (1976-2016). (1) Given the product [C:24]([O:32][CH2:22][CH2:21][CH2:20][CH2:19][CH2:18][CH2:17][CH2:16][CH2:15][CH2:14][CH2:13][CH2:12][CH2:11][CH2:10][CH2:9][CH2:8][CH2:7][CH2:6][CH2:5][CH2:4][CH2:3][CH2:2][CH3:1])(=[O:31])[C:25]([CH2:27][C:28]([O:23][CH2:1][CH2:2][CH2:3][CH2:4][CH2:5][CH2:6][CH2:7][CH2:8][CH2:9][CH2:10][CH2:11][CH2:12][CH2:13][CH2:14][CH2:15][CH2:16][CH2:17][CH2:18][CH2:19][CH2:20][CH2:21][CH3:22])=[O:30])=[CH2:26], predict the reactants needed to synthesize it. The reactants are: [CH2:1]([OH:23])[CH2:2][CH2:3][CH2:4][CH2:5][CH2:6][CH2:7][CH2:8][CH2:9][CH2:10][CH2:11][CH2:12][CH2:13][CH2:14][CH2:15][CH2:16][CH2:17][CH2:18][CH2:19][CH2:20][CH2:21][CH3:22].[C:24]([OH:32])(=[O:31])[C:25]([CH2:27][C:28]([OH:30])=O)=[CH2:26]. (2) Given the product [CH:19]1([CH2:24][C@@H:25]([C:26]([NH:9][NH:8][C:7]2[C:2]([F:1])=[C:3]([N:11]3[CH2:12][C@@H:13]([OH:18])[C:14]([CH3:16])([CH3:17])[CH2:15]3)[N:4]=[C:5]([CH3:10])[N:6]=2)=[O:27])[CH2:29][N:30]([O:31][CH2:32][C:33]2[CH:38]=[CH:37][CH:36]=[CH:35][CH:34]=2)[CH:39]=[O:40])[CH2:23][CH2:22][CH2:21][CH2:20]1, predict the reactants needed to synthesize it. The reactants are: [F:1][C:2]1[C:3]([N:11]2[CH2:15][C:14]([CH3:17])([CH3:16])[C@H:13]([OH:18])[CH2:12]2)=[N:4][C:5]([CH3:10])=[N:6][C:7]=1[NH:8][NH2:9].[CH:19]1([CH2:24][C@H:25]([CH2:29][N:30]([CH:39]=[O:40])[O:31][CH2:32][C:33]2[CH:38]=[CH:37][CH:36]=[CH:35][CH:34]=2)[C:26](O)=[O:27])[CH2:23][CH2:22][CH2:21][CH2:20]1.CN1CCOCC1.ON1C2N=CC=CC=2N=N1.C(Cl)CCl. (3) Given the product [C:11]([C:10]1[CH:13]=[CH:14][C:7]([C:27]2[C:28]([CH3:30])=[CH:29][C:24]([O:23][CH2:22][C:17]([CH3:16])([CH3:40])[C:18]([O:20][CH3:21])=[O:19])=[N:25][CH:26]=2)=[CH:8][C:9]=1[F:15])#[N:12], predict the reactants needed to synthesize it. The reactants are: CN(C)C=O.Br[C:7]1[CH:14]=[CH:13][C:10]([C:11]#[N:12])=[C:9]([F:15])[CH:8]=1.[CH3:16][C:17]([CH3:40])([CH2:22][O:23][C:24]1[CH:29]=[C:28]([CH3:30])[C:27](B2OC(C)(C)C(C)(C)O2)=[CH:26][N:25]=1)[C:18]([O:20][CH3:21])=[O:19].C(=O)([O-])[O-].[Na+].[Na+]. (4) Given the product [CH:1]1([N:7]2[C:12](=[O:13])[C:11]([C:14]([NH:16][CH2:17][C:18]([OH:20])=[O:19])=[O:15])=[C:10]([OH:23])[N:9]([CH:24]3[CH2:29][CH2:28][CH2:27][N:26]([C:30]([O:32][CH2:33][C:34]4[CH:35]=[CH:36][CH:37]=[CH:38][CH:39]=4)=[O:31])[CH2:25]3)[C:8]2=[O:40])[CH2:2][CH2:3][CH2:4][CH2:5][CH2:6]1, predict the reactants needed to synthesize it. The reactants are: [CH:1]1([N:7]2[C:12](=[O:13])[C:11]([C:14]([NH:16][CH2:17][C:18]([O:20]CC)=[O:19])=[O:15])=[C:10]([OH:23])[N:9]([CH:24]3[CH2:29][CH2:28][CH2:27][N:26]([C:30]([O:32][CH2:33][C:34]4[CH:39]=[CH:38][CH:37]=[CH:36][CH:35]=4)=[O:31])[CH2:25]3)[C:8]2=[O:40])[CH2:6][CH2:5][CH2:4][CH2:3][CH2:2]1.[OH-].[Na+]. (5) The reactants are: [C:1]([O:4][C:5]1[CH:10]=[C:9]([C:11](=O)[C:12]([C:14]2[CH:19]=[CH:18][C:17]([F:20])=[C:16]([Br:21])[CH:15]=2)=O)C=[CH:7][C:6]=1[O:23]C)(=O)C.[CH3:25][NH:26][C:27]([NH2:29])=[S:28].[OH-:30].[K+].Cl.[CH3:33]S(C)=O. Given the product [Br:21][C:16]1[CH:15]=[C:14]([C:12]2([C:11]3[CH:9]=[CH:10][C:5]([O:4][CH3:1])=[C:6]([OH:23])[CH:7]=3)[NH:29][C:27](=[S:28])[N:26]([CH3:33])[C:25]2=[O:30])[CH:19]=[CH:18][C:17]=1[F:20], predict the reactants needed to synthesize it. (6) Given the product [Br:1][C:2]1[CH:7]=[C:6]([F:8])[CH:5]=[CH:4][C:3]=1[C@@H:9]1[N:10]=[C:11]([C:28]2[S:29][CH:30]=[CH:31][N:32]=2)[NH:12][C:13]([CH2:26][N:33]2[CH2:38][CH2:37][O:36][CH2:35][C@H:34]2[C:39]([OH:41])=[O:40])=[C:14]1[C:15]([O:17][C@@H:18]([CH3:25])[C:19]([O:21][CH:22]([CH3:23])[CH3:24])=[O:20])=[O:16], predict the reactants needed to synthesize it. The reactants are: [Br:1][C:2]1[CH:7]=[C:6]([F:8])[CH:5]=[CH:4][C:3]=1[C@@H:9]1[C:14]([C:15]([O:17][C@H:18]([CH3:25])[C:19]([O:21][CH:22]([CH3:24])[CH3:23])=[O:20])=[O:16])=[C:13]([CH2:26]Br)[NH:12][C:11]([C:28]2[S:29][CH:30]=[CH:31][N:32]=2)=[N:10]1.[NH:33]1[CH2:38][CH2:37][O:36][CH2:35][C@H:34]1[C:39]([OH:41])=[O:40].C(=O)([O-])[O-].[K+].[K+]. (7) Given the product [F:20][C:21]1[N:22]=[CH:23][C:24]([C:16]2[CH:15]=[CH:14][C:13]([O:12][CH2:11][C:8]3[S:9][CH:10]=[C:6]([C:4]([OH:3])=[O:5])[N:7]=3)=[CH:18][CH:17]=2)=[CH:25][CH:26]=1, predict the reactants needed to synthesize it. The reactants are: C([O:3][C:4]([C:6]1[N:7]=[C:8]([CH2:11][O:12][C:13]2[CH:18]=[CH:17][C:16](I)=[CH:15][CH:14]=2)[S:9][CH:10]=1)=[O:5])C.[F:20][C:21]1[CH:26]=[CH:25][C:24](B(O)O)=[CH:23][N:22]=1. (8) Given the product [NH:3]1[CH:2]=[C:6]([C:31]2[CH:32]=[N:33][C:34]3[C:39]([CH:40]=2)=[CH:38][C:37]([CH2:41][C:42]2[N:46]4[N:47]=[C:48]([CH3:51])[CH:49]=[CH:50][C:45]4=[N:44][N:43]=2)=[CH:36][CH:35]=3)[N:5]=[CH:4]1, predict the reactants needed to synthesize it. The reactants are: Br[C:2]1[N:3]=[CH:4][N:5](C(C2C=CC=CC=2)(C2C=CC=CC=2)C2C=CC=CC=2)[CH:6]=1.C([Mg]Br)C.Br[C:31]1[CH:32]=[N:33][C:34]2[C:39]([CH:40]=1)=[CH:38][C:37]([CH2:41][C:42]1[N:46]3[N:47]=[C:48]([CH3:51])[CH:49]=[CH:50][C:45]3=[N:44][N:43]=1)=[CH:36][CH:35]=2. (9) Given the product [C:1]([C:4]1[CH:5]=[CH:6][C:7]([OH:32])=[C:8]([S:10]([NH:13][CH2:14][CH2:15][C:16]2[CH:28]=[CH:27][C:26]([CH:29]([CH3:30])[CH3:31])=[CH:25][C:17]=2[O:18][CH2:19][C:20]([OH:22])=[O:21])(=[O:11])=[O:12])[CH:9]=1)(=[NH:2])[NH2:3], predict the reactants needed to synthesize it. The reactants are: [C:1]([C:4]1[CH:5]=[CH:6][C:7]([OH:32])=[C:8]([S:10]([NH:13][CH2:14][CH2:15][C:16]2[CH:28]=[CH:27][C:26]([CH:29]([CH3:31])[CH3:30])=[CH:25][C:17]=2[O:18][CH2:19][C:20]([O:22]CC)=[O:21])(=[O:12])=[O:11])[CH:9]=1)(=[NH:3])[NH2:2].